From a dataset of Full USPTO retrosynthesis dataset with 1.9M reactions from patents (1976-2016). Predict the reactants needed to synthesize the given product. Given the product [CH2:1]([C@H:8]([NH:18][C:19]([N:21]([CH2:30][CH2:31][N:32]([CH3:34])[CH3:33])[CH2:22][CH2:23][C:24]1[CH:25]=[CH:26][CH:27]=[CH:28][CH:29]=1)=[O:20])[CH2:9][OH:10])[C:2]1[CH:3]=[CH:4][CH:5]=[CH:6][CH:7]=1, predict the reactants needed to synthesize it. The reactants are: [CH2:1]([C@H:8]([NH:18][C:19]([N:21]([CH2:30][CH2:31][N:32]([CH3:34])[CH3:33])[CH2:22][CH2:23][C:24]1[CH:29]=[CH:28][CH:27]=[CH:26][CH:25]=1)=[O:20])[CH2:9][O:10]CC1C=CC=CC=1)[C:2]1[CH:7]=[CH:6][CH:5]=[CH:4][CH:3]=1.[H][H].